From a dataset of NCI-60 drug combinations with 297,098 pairs across 59 cell lines. Regression. Given two drug SMILES strings and cell line genomic features, predict the synergy score measuring deviation from expected non-interaction effect. Drug 1: CS(=O)(=O)C1=CC(=C(C=C1)C(=O)NC2=CC(=C(C=C2)Cl)C3=CC=CC=N3)Cl. Drug 2: C(CC(=O)O)C(=O)CN.Cl. Cell line: MALME-3M. Synergy scores: CSS=0.148, Synergy_ZIP=-4.42, Synergy_Bliss=-10.4, Synergy_Loewe=-11.1, Synergy_HSA=-11.3.